The task is: Predict the reactants needed to synthesize the given product.. This data is from Full USPTO retrosynthesis dataset with 1.9M reactions from patents (1976-2016). Given the product [C:13]([NH:1][C:2]1[S:3][C:4]([C:8]([O:10][CH2:11][CH3:12])=[O:9])=[C:5]([OH:7])[N:6]=1)(=[O:15])[CH3:14], predict the reactants needed to synthesize it. The reactants are: [NH2:1][C:2]1[S:3][C:4]([C:8]([O:10][CH2:11][CH3:12])=[O:9])=[C:5]([OH:7])[N:6]=1.[C:13](OC(=O)C)(=[O:15])[CH3:14].C(OCC)C.